Dataset: Full USPTO retrosynthesis dataset with 1.9M reactions from patents (1976-2016). Task: Predict the reactants needed to synthesize the given product. (1) Given the product [Br:1][CH2:42][C:41]([C:36]1[CH:35]=[CH:34][C:33]2[C:38](=[CH:39][CH:40]=[C:31]([C:28]3[CH:27]=[CH:26][C:25]([C:22](=[O:24])[CH2:23][Br:2])=[CH:30][CH:29]=3)[CH:32]=2)[N:37]=1)=[O:43], predict the reactants needed to synthesize it. The reactants are: [Br-:1].[Br-:2].[Br-].[NH+]1C=CC=CC=1.[NH+]1C=CC=CC=1.[NH+]1C=CC=CC=1.[C:22]([C:25]1[CH:30]=[CH:29][C:28]([C:31]2[CH:32]=[C:33]3[C:38](=[CH:39][CH:40]=2)[N:37]=[C:36]([C:41](=[O:43])[CH3:42])[CH:35]=[CH:34]3)=[CH:27][CH:26]=1)(=[O:24])[CH3:23].Br. (2) Given the product [NH2:1][C:2]1[CH:9]=[CH:8][CH:7]=[C:6]([Cl:10])[C:3]=1[CH:4]([OH:5])[CH2:11][CH3:12], predict the reactants needed to synthesize it. The reactants are: [NH2:1][C:2]1[CH:9]=[CH:8][CH:7]=[C:6]([Cl:10])[C:3]=1[CH:4]=[O:5].[CH2:11]([Mg]Br)[CH3:12]. (3) Given the product [N:24]1[NH:25][N:26]=[N:27][C:23]=1[CH2:22][N:3]1[C:4]2[C:9](=[CH:8][C:7]([C:12]3[CH:17]=[CH:16][C:15]([C:18]([F:20])([F:19])[F:21])=[CH:14][CH:13]=3)=[CH:6][CH:5]=2)[CH2:10][CH2:11][C:2]1=[O:1], predict the reactants needed to synthesize it. The reactants are: [O:1]=[C:2]1[CH2:11][CH2:10][C:9]2[C:4](=[CH:5][CH:6]=[C:7]([C:12]3[CH:17]=[CH:16][C:15]([C:18]([F:21])([F:20])[F:19])=[CH:14][CH:13]=3)[CH:8]=2)[N:3]1[CH2:22][C:23]#[N:24].[N:25]([Si](C)(C)C)=[N+:26]=[N-:27].C([Sn](=O)CCCC)CCC.CN(C)C=O. (4) Given the product [CH2:29]([NH:36][CH2:16][C@@H:15]([C:12]1[CH:13]=[CH:14][C:9]([O:8][CH2:1][C:2]2[CH:7]=[CH:6][CH:5]=[CH:4][CH:3]=2)=[C:10]([NH:26][CH:27]=[O:28])[CH:11]=1)[O:18][Si:19]([C:22]([CH3:25])([CH3:24])[CH3:23])([CH3:21])[CH3:20])[C:30]1[CH:35]=[CH:34][CH:33]=[CH:32][CH:31]=1, predict the reactants needed to synthesize it. The reactants are: [CH2:1]([O:8][C:9]1[CH:14]=[CH:13][C:12]([C@@H:15]([O:18][Si:19]([C:22]([CH3:25])([CH3:24])[CH3:23])([CH3:21])[CH3:20])[CH2:16]Br)=[CH:11][C:10]=1[NH:26][CH:27]=[O:28])[C:2]1[CH:7]=[CH:6][CH:5]=[CH:4][CH:3]=1.[CH2:29]([NH2:36])[C:30]1[CH:35]=[CH:34][CH:33]=[CH:32][CH:31]=1.